This data is from Catalyst prediction with 721,799 reactions and 888 catalyst types from USPTO. The task is: Predict which catalyst facilitates the given reaction. (1) Reactant: [OH-].[Na+].[CH3:3][N:4]([CH2:14][C:15]1[S:19][CH:18]=[C:17]([C:20]2[CH:25]=[CH:24][C:23]([CH2:26][CH2:27][C:28]([O:30]CC)=[O:29])=[CH:22][CH:21]=2)[CH:16]=1)[C:5](=[O:13])[CH2:6][CH2:7][CH2:8][CH2:9][CH2:10][CH2:11][CH3:12].O1CCCC1.CO.O. Product: [CH3:3][N:4]([CH2:14][C:15]1[S:19][CH:18]=[C:17]([C:20]2[CH:21]=[CH:22][C:23]([CH2:26][CH2:27][C:28]([OH:30])=[O:29])=[CH:24][CH:25]=2)[CH:16]=1)[C:5](=[O:13])[CH2:6][CH2:7][CH2:8][CH2:9][CH2:10][CH2:11][CH3:12]. The catalyst class is: 15. (2) Reactant: [Cl:1][C:2]1[N:3](CC2C=CC(OC)=CC=2)[CH:4]=[C:5]2[C:10]=1[C:9](=[O:11])[N:8]([CH3:12])[C:7](=[O:13])[N:6]2[CH2:14][CH:15]([CH3:17])[CH3:16].C(O)(C(F)(F)F)=O.C(S(O)(=O)=O)(F)(F)F.C([O-])(O)=O.[Na+]. Product: [Cl:1][C:2]1[NH:3][CH:4]=[C:5]2[C:10]=1[C:9](=[O:11])[N:8]([CH3:12])[C:7](=[O:13])[N:6]2[CH2:14][CH:15]([CH3:17])[CH3:16]. The catalyst class is: 2.